Dataset: Full USPTO retrosynthesis dataset with 1.9M reactions from patents (1976-2016). Task: Predict the reactants needed to synthesize the given product. (1) Given the product [Cl:19][C:20]1[C:25]([NH:26][S:27]([C:30]2[CH:35]=[CH:34][C:33]([F:36])=[CH:32][C:31]=2[F:37])(=[O:29])=[O:28])=[CH:24][C:23]([C:2]2[CH:3]=[CH:4][C:5]3[N:6]=[CH:7][N:8]=[C:9]([NH:12][CH:13]4[CH2:18][CH2:17][CH2:15][CH2:14]4)[C:10]=3[N:11]=2)=[CH:22][N:21]=1, predict the reactants needed to synthesize it. The reactants are: Cl[C:2]1[CH:3]=[CH:4][C:5]2[N:6]=[CH:7][N:8]=[C:9]([NH:12][CH:13]3[CH2:18][CH2:17]O[CH2:15][CH2:14]3)[C:10]=2[N:11]=1.[Cl:19][C:20]1[C:25]([NH:26][S:27]([C:30]2[CH:35]=[CH:34][C:33]([F:36])=[CH:32][C:31]=2[F:37])(=[O:29])=[O:28])=[CH:24][C:23](B2OC(C)(C)C(C)(C)O2)=[CH:22][N:21]=1.C(=O)(O)[O-].[Na+]. (2) Given the product [Cl:22][C:16]1[C:17]([Cl:21])=[CH:18][CH:19]=[CH:20][C:15]=1[NH:14][C:11]1[NH:12][C:13]2[C:5]([C:3]([OH:4])=[O:2])=[CH:6][C:7]([O:23][CH3:24])=[CH:8][C:9]=2[N:10]=1, predict the reactants needed to synthesize it. The reactants are: C[O:2][C:3]([C:5]1[C:13]2[NH:12][C:11]([NH:14][C:15]3[CH:20]=[CH:19][CH:18]=[C:17]([Cl:21])[C:16]=3[Cl:22])=[N:10][C:9]=2[CH:8]=[C:7]([O:23][CH3:24])[CH:6]=1)=[O:4].[OH-].[Li+]. (3) Given the product [Br:20][CH2:14][C:15]1[C:10]2[C:1](=[CH:2][CH:3]=[CH:4][CH:5]=2)[CH:18]=[CH:17][CH:16]=1, predict the reactants needed to synthesize it. The reactants are: [CH:1]1[C:10]2[C:5](=CC=CC=2)[CH:4]=[CH:3][C:2]=1CO.N1[CH:18]=[CH:17][CH:16]=[CH:15][CH:14]=1.P(Br)(Br)[Br:20].